From a dataset of Reaction yield outcomes from USPTO patents with 853,638 reactions. Predict the reaction yield, written as a fraction of the theoretical maximum amount of product (1.0 means a 100% yield; for example, 0.34 means a 34% yield). (1) The reactants are [NH:1]1[C:5]2[CH:6]=[CH:7][CH:8]=[CH:9][C:4]=2[N:3]=[C:2]1[C:10]([C:12]1[CH:32]=[CH:31][C:15]([O:16][C:17]2[C:18]([C:23]3[CH2:28][CH2:27][N:26]([CH3:29])[C:25](=[O:30])[CH:24]=3)=[N:19][CH:20]=[CH:21][N:22]=2)=[CH:14][CH:13]=1)=[O:11]. The catalyst is [Pd].CCO.O1CCOCC1. The product is [NH:1]1[C:5]2[CH:6]=[CH:7][CH:8]=[CH:9][C:4]=2[N:3]=[C:2]1[C:10]([C:12]1[CH:13]=[CH:14][C:15]([O:16][C:17]2[C:18]([CH:23]3[CH2:28][CH2:27][N:26]([CH3:29])[C:25](=[O:30])[CH2:24]3)=[N:19][CH:20]=[CH:21][N:22]=2)=[CH:31][CH:32]=1)=[O:11]. The yield is 0.380. (2) The reactants are [CH3:1][O:2][C:3]1[N:8]=[N:7][C:6]([N:9]2[C:13]([C:14]3[CH:19]=[CH:18][C:17]([CH3:20])=[CH:16][N:15]=3)=[CH:12][C:11]([C:21]([OH:23])=O)=[N:10]2)=[CH:5][CH:4]=1.[CH2:24]([NH:26][CH3:27])[CH3:25]. No catalyst specified. The product is [CH2:24]([N:26]([CH3:27])[C:21]([C:11]1[CH:12]=[C:13]([C:14]2[CH:19]=[CH:18][C:17]([CH3:20])=[CH:16][N:15]=2)[N:9]([C:6]2[N:7]=[N:8][C:3]([O:2][CH3:1])=[CH:4][CH:5]=2)[N:10]=1)=[O:23])[CH3:25]. The yield is 0.400. (3) The reactants are Cl.[NH2:2][CH2:3][CH2:4][CH2:5][CH2:6][C:7]1[CH:12]=[CH:11][C:10]([O:13][CH3:14])=[CH:9][CH:8]=1.C1(C)C=CC=CC=1.[OH-].[Na+].S([NH:34][N:35]=[CH:36][CH:37](Cl)Cl)(C1C=CC(C)=CC=1)(=O)=O. The catalyst is O.CO. The product is [CH3:14][O:13][C:10]1[CH:9]=[CH:8][C:7]([CH2:6][CH2:5][CH2:4][CH2:3][N:2]2[CH:37]=[CH:36][N:35]=[N:34]2)=[CH:12][CH:11]=1. The yield is 1.00. (4) The reactants are C(OC([N:8]1[CH2:12][CH2:11][CH:10]([C:13]([C:15]2[CH:20]=[CH:19][C:18]([Br:21])=[CH:17][N:16]=2)=[O:14])[CH2:9]1)=O)(C)(C)C. The catalyst is Cl.O1CCOCC1. The product is [Br:21][C:18]1[CH:19]=[CH:20][C:15]([C:13]([CH:10]2[CH2:11][CH2:12][NH:8][CH2:9]2)=[O:14])=[N:16][CH:17]=1. The yield is 0.850. (5) The reactants are [CH3:1][S:2][C:3]1[CH:4]=[C:5]2[C:9](=[CH:10][CH:11]=1)[NH:8][CH2:7][CH2:6]2.[Cl:12][C:13]1[C:18]([C:19]#[N:20])=[C:17](Cl)[N:16]=[CH:15][N:14]=1.C(N(C(C)C)CC)(C)C. The catalyst is C(#N)C. The product is [Cl:12][C:13]1[C:18]([C:19]#[N:20])=[C:17]([N:8]2[C:9]3[C:5](=[CH:4][C:3]([S:2][CH3:1])=[CH:11][CH:10]=3)[CH2:6][CH2:7]2)[N:16]=[CH:15][N:14]=1. The yield is 0.430. (6) The reactants are [CH3:1][C:2]1[CH:22]=[CH:21][C:5]2[N:6]=[C:7]([C:11]3[CH:16]=[CH:15][CH:14]=[CH:13][C:12]=3[O:17]C(=O)C)O[C:9](=[O:10])[C:4]=2[CH:3]=1.[CH2:23]([NH2:31])[CH2:24][C:25]1[CH:30]=[CH:29][CH:28]=[CH:27][CH:26]=1. No catalyst specified. The product is [OH:17][C:12]1[CH:13]=[CH:14][CH:15]=[CH:16][C:11]=1[C:7]1[N:31]([CH2:23][CH2:24][C:25]2[CH:30]=[CH:29][CH:28]=[CH:27][CH:26]=2)[C:9](=[O:10])[C:4]2[C:5](=[CH:21][CH:22]=[C:2]([CH3:1])[CH:3]=2)[N:6]=1. The yield is 0.800. (7) The reactants are [NH2:1][C:2]1[N:6]([CH3:7])[C:5](=[O:8])[C:4]([C:15]2[CH:16]=[C:17]([C:21]3[CH:26]=[CH:25][CH:24]=[CH:23][CH:22]=3)[CH:18]=[CH:19][CH:20]=2)([CH:9]2[CH2:14][CH2:13][NH:12][CH2:11][CH2:10]2)[N:3]=1.[NH4+].[Cl-].[S:29]1[CH:33]=[CH:32][CH:31]=[C:30]1[C:34](O)=[O:35].Cl.C(N=C=N)C. The catalyst is CO.C(Cl)(Cl)Cl. The product is [NH2:1][C:2]1[N:6]([CH3:7])[C:5](=[O:8])[C:4]([C:15]2[CH:16]=[C:17]([C:21]3[CH:26]=[CH:25][CH:24]=[CH:23][CH:22]=3)[CH:18]=[CH:19][CH:20]=2)([CH:9]2[CH2:14][CH2:13][N:12]([C:34]([C:30]3[S:29][CH:33]=[CH:32][CH:31]=3)=[O:35])[CH2:11][CH2:10]2)[N:3]=1. The yield is 0.630.